From a dataset of Forward reaction prediction with 1.9M reactions from USPTO patents (1976-2016). Predict the product of the given reaction. (1) Given the reactants [F:1][C:2]1[CH:7]=[CH:6][CH:5]=[CH:4][C:3]=1[S:8](Cl)(=[O:10])=[O:9].[NH:12]1[CH2:17][CH2:16][O:15][CH2:14][CH2:13]1, predict the reaction product. The product is: [F:1][C:2]1[CH:7]=[CH:6][CH:5]=[CH:4][C:3]=1[S:8]([N:12]1[CH2:17][CH2:16][O:15][CH2:14][CH2:13]1)(=[O:10])=[O:9]. (2) The product is: [Cl:1][C:2]1[S:6][C:5]([C:7]([NH:9][CH2:10][C:11]2[N:12]=[N:13][N:14]([C:16]3[CH:17]=[CH:18][C:19]([N:22]4[CH:27]=[CH:26][CH:25]=[C:24]([O:28][CH2:29][CH2:30][S:38]([CH3:34])(=[O:40])=[O:37])[C:23]4=[O:33])=[CH:20][CH:21]=3)[CH:15]=2)=[O:8])=[CH:4][CH:3]=1. Given the reactants [Cl:1][C:2]1[S:6][C:5]([C:7]([NH:9][CH2:10][C:11]2[N:12]=[N:13][N:14]([C:16]3[CH:21]=[CH:20][C:19]([N:22]4[CH:27]=[CH:26][CH:25]=[C:24]([O:28][CH2:29][CH2:30]SC)[C:23]4=[O:33])=[CH:18][CH:17]=3)[CH:15]=2)=[O:8])=[CH:4][CH:3]=1.[CH3:34]O.O[O:37][S:38]([O-:40])=O.[K+], predict the reaction product. (3) Given the reactants [NH2:1][C:2]1[N:7]=[CH:6][C:5](/[CH:8]=[CH:9]/[C:10]([OH:12])=O)=[CH:4][C:3]=1[CH2:13][N:14]1[CH2:19][CH2:18][O:17][CH2:16][CH2:15]1.[ClH:20].CN1CC2C=C(/C=C/C(O)=O)C=NC=2NC(=O)C1.[CH3:39][NH:40][CH2:41][C:42]1[S:46][C:45]2[CH:47]=[CH:48][CH:49]=[CH:50][C:44]=2[C:43]=1[CH3:51].CNCC1C=CC2C(=CC=CC=2)C=1CCC, predict the reaction product. The product is: [ClH:20].[NH2:1][C:2]1[N:7]=[CH:6][C:5](/[CH:8]=[CH:9]/[C:10]([N:40]([CH3:39])[CH2:41][C:42]2[S:46][C:45]3[CH:47]=[CH:48][CH:49]=[CH:50][C:44]=3[C:43]=2[CH3:51])=[O:12])=[CH:4][C:3]=1[CH2:13][N:14]1[CH2:19][CH2:18][O:17][CH2:16][CH2:15]1. (4) Given the reactants [Cl:1][C:2]1[CH:7]=[CH:6][C:5]([C@@H:8]2[CH2:10][O:9]2)=[CH:4][C:3]=1[NH:11][S:12]([CH3:15])(=[O:14])=[O:13].[CH:16]([C:19]1[C:27]2[C:22](=[CH:23][C:24]([O:28][CH2:29][CH2:30][NH2:31])=[CH:25][CH:26]=2)[NH:21][N:20]=1)([CH3:18])[CH3:17].CC(O)C.C(C1C2C(=CC(OCCN)=CC=2)NN=1)(C)C, predict the reaction product. The product is: [Cl:1][C:2]1[CH:7]=[CH:6][C:5]([C@@H:8]([OH:9])[CH2:10][NH:31][CH2:30][CH2:29][O:28][C:24]2[CH:23]=[C:22]3[C:27]([C:19]([CH:16]([CH3:18])[CH3:17])=[N:20][NH:21]3)=[CH:26][CH:25]=2)=[CH:4][C:3]=1[NH:11][S:12]([CH3:15])(=[O:14])=[O:13].[ClH:1]. (5) The product is: [Cl:1][C:2]1[CH:7]=[CH:6][C:5]([N:8]2[C@@H:12]([C:13]3[CH:18]=[CH:17][C:16]([NH2:19])=[CH:15][CH:14]=3)[CH2:11][CH2:10][C@@H:9]2[C:22]2[CH:23]=[CH:24][C:25]([NH2:28])=[CH:26][CH:27]=2)=[CH:4][CH:3]=1. Given the reactants [Cl:1][C:2]1[CH:7]=[CH:6][C:5]([N:8]2[CH:12]([C:13]3[CH:18]=[CH:17][C:16]([N+:19]([O-])=O)=[CH:15][CH:14]=3)[CH2:11][CH2:10][CH:9]2[C:22]2[CH:27]=[CH:26][C:25]([N+:28]([O-])=O)=[CH:24][CH:23]=2)=[CH:4][CH:3]=1, predict the reaction product.